This data is from Merck oncology drug combination screen with 23,052 pairs across 39 cell lines. The task is: Regression. Given two drug SMILES strings and cell line genomic features, predict the synergy score measuring deviation from expected non-interaction effect. (1) Drug 1: O=P1(N(CCCl)CCCl)NCCCO1. Drug 2: Cn1cc(-c2cnn3c(N)c(Br)c(C4CCCNC4)nc23)cn1. Cell line: NCIH2122. Synergy scores: synergy=-10.5. (2) Drug 1: CN1C(=O)C=CC2(C)C3CCC4(C)C(NC(=O)OCC(F)(F)F)CCC4C3CCC12. Drug 2: N.N.O=C(O)C1(C(=O)O)CCC1.[Pt]. Cell line: SKMEL30. Synergy scores: synergy=15.2. (3) Cell line: LOVO. Synergy scores: synergy=28.3. Drug 1: Cc1nc(Nc2ncc(C(=O)Nc3c(C)cccc3Cl)s2)cc(N2CCN(CCO)CC2)n1. Drug 2: CC1(c2nc3c(C(N)=O)cccc3[nH]2)CCCN1. (4) Drug 1: CN(Cc1cnc2nc(N)nc(N)c2n1)c1ccc(C(=O)NC(CCC(=O)O)C(=O)O)cc1. Drug 2: Cn1cc(-c2cnn3c(N)c(Br)c(C4CCCNC4)nc23)cn1. Cell line: VCAP. Synergy scores: synergy=-24.3. (5) Drug 1: COc1cccc2c1C(=O)c1c(O)c3c(c(O)c1C2=O)CC(O)(C(=O)CO)CC3OC1CC(N)C(O)C(C)O1. Drug 2: Cn1c(=O)n(-c2ccc(C(C)(C)C#N)cc2)c2c3cc(-c4cnc5ccccc5c4)ccc3ncc21. Cell line: LOVO. Synergy scores: synergy=10.4. (6) Drug 1: O=P1(N(CCCl)CCCl)NCCCO1. Drug 2: C#Cc1cccc(Nc2ncnc3cc(OCCOC)c(OCCOC)cc23)c1. Cell line: NCIH23. Synergy scores: synergy=-7.06. (7) Drug 1: CC1(c2nc3c(C(N)=O)cccc3[nH]2)CCCN1. Drug 2: CCC1(O)C(=O)OCc2c1cc1n(c2=O)Cc2cc3c(CN(C)C)c(O)ccc3nc2-1. Cell line: LOVO. Synergy scores: synergy=-20.6. (8) Drug 1: CS(=O)(=O)CCNCc1ccc(-c2ccc3ncnc(Nc4ccc(OCc5cccc(F)c5)c(Cl)c4)c3c2)o1. Drug 2: CCc1c2c(nc3ccc(O)cc13)-c1cc3c(c(=O)n1C2)COC(=O)C3(O)CC. Cell line: LOVO. Synergy scores: synergy=25.5. (9) Drug 1: COC12C(COC(N)=O)C3=C(C(=O)C(C)=C(N)C3=O)N1CC1NC12. Drug 2: CCc1cnn2c(NCc3ccc[n+]([O-])c3)cc(N3CCCCC3CCO)nc12. Cell line: RPMI7951. Synergy scores: synergy=-7.56.